Dataset: Retrosynthesis with 50K atom-mapped reactions and 10 reaction types from USPTO. Task: Predict the reactants needed to synthesize the given product. (1) The reactants are: CC(C)n1c(Br)cc2c1C(c1ccc(Cl)cc1)N(c1cc(Cl)c(=O)n(C)c1F)C2=O.COc1ncc(B(O)O)c(OC)n1. Given the product COc1ncc(-c2cc3c(n2C(C)C)C(c2ccc(Cl)cc2)N(c2cc(Cl)c(=O)n(C)c2F)C3=O)c(OC)n1, predict the reactants needed to synthesize it. (2) Given the product C#CC(C)N(Cc1cccc(-c2nccs2)c1)C(=O)Nc1ccc(OC(F)(F)F)cc1, predict the reactants needed to synthesize it. The reactants are: C#CC(C)NCc1cccc(-c2nccs2)c1.O=C=Nc1ccc(OC(F)(F)F)cc1. (3) The reactants are: NCCc1ccc(CN2CCCC2)cc1F.O=C(O)c1ccc(-c2ccc(Cl)cc2)cc1. Given the product O=C(NCCc1ccc(CN2CCCC2)cc1F)c1ccc(-c2ccc(Cl)cc2)cc1, predict the reactants needed to synthesize it. (4) The reactants are: CCOC(=O)c1c[nH]c2ccc(OCC)nc2c1=O. Given the product CCOc1ccc2[nH]cc(C(=O)O)c(=O)c2n1, predict the reactants needed to synthesize it. (5) Given the product CCOC(=O)N1CCc2ccc3c(c2CC1)C(C1CC1)CC3, predict the reactants needed to synthesize it. The reactants are: CCOC(=O)N1CCc2ccc3c(c2CC1)C(O)(C1CC1)CC3.